This data is from Full USPTO retrosynthesis dataset with 1.9M reactions from patents (1976-2016). The task is: Predict the reactants needed to synthesize the given product. (1) Given the product [CH3:6][O:7][C:8](=[O:27])[CH2:9][N:10]1[CH:14]=[C:13]([C:15]#[N:16])[C:12]([C:17]2[CH:18]=[C:19]([Cl:26])[CH:20]=[C:21]([NH2:23])[CH:22]=2)=[CH:11]1, predict the reactants needed to synthesize it. The reactants are: COC(=O)C.[CH3:6][O:7][C:8](=[O:27])[CH2:9][N:10]1[CH:14]=[C:13]([C:15]#[N:16])[C:12]([C:17]2[CH:22]=[C:21]([N+:23]([O-])=O)[CH:20]=[C:19]([Cl:26])[CH:18]=2)=[CH:11]1. (2) Given the product [CH3:1][O:2][C:3]1[CH:4]=[C:5]2[C:10](=[CH:11][C:12]=1[O:13][CH3:14])[N:9]=[CH:8][CH:7]=[C:6]2[O:15][C:16]1[CH:17]=[CH:18][C:19](=[N:22][CH2:28][C:27]2[CH:30]=[CH:31][CH:32]=[CH:33][C:26]=2[N+:23]([O-:25])=[O:24])[CH2:20][CH:21]=1, predict the reactants needed to synthesize it. The reactants are: [CH3:1][O:2][C:3]1[CH:4]=[C:5]2[C:10](=[CH:11][C:12]=1[O:13][CH3:14])[N:9]=[CH:8][CH:7]=[C:6]2[O:15][C:16]1[CH:21]=[CH:20][C:19]([NH2:22])=[CH:18][CH:17]=1.[N+:23]([C:26]1[CH:33]=[CH:32][CH:31]=[CH:30][C:27]=1[CH:28]=O)([O-:25])=[O:24].C(O)(=O)C.C(O[BH-](OC(=O)C)OC(=O)C)(=O)C.[Na+]. (3) Given the product [C:1]([C:5]1[CH:10]=[CH:9][C:8]([S:11]([NH:21][C:19]2[N:18]([C:22]3[CH:31]=[CH:30][CH:29]=[C:28]4[C:23]=3[CH:24]=[CH:25][CH:26]=[N:27]4)[N:17]=[C:16]([CH3:15])[CH:20]=2)(=[O:13])=[O:12])=[CH:7][CH:6]=1)([CH3:4])([CH3:3])[CH3:2], predict the reactants needed to synthesize it. The reactants are: [C:1]([C:5]1[CH:10]=[CH:9][C:8]([S:11](Cl)(=[O:13])=[O:12])=[CH:7][CH:6]=1)([CH3:4])([CH3:3])[CH3:2].[CH3:15][C:16]1[CH:20]=[C:19]([NH2:21])[N:18]([C:22]2[CH:31]=[CH:30][CH:29]=[C:28]3[C:23]=2[CH:24]=[CH:25][CH:26]=[N:27]3)[N:17]=1.ClCCl. (4) Given the product [Br:23][C:6]1[N:5]2[CH:9]=[C:10]([C:12]([F:13])([F:15])[F:14])[N:11]=[C:4]2[C:3]([NH:2][CH3:1])=[CH:8][CH:7]=1, predict the reactants needed to synthesize it. The reactants are: [CH3:1][NH:2][C:3]1[C:4]2[N:5]([CH:9]=[C:10]([C:12]([F:15])([F:14])[F:13])[N:11]=2)[CH:6]=[CH:7][CH:8]=1.C1C(=O)N([Br:23])C(=O)C1.O. (5) Given the product [ClH:1].[CH2:18]1[C:11]2[C:12]3[CH:13]=[CH:14][CH:15]=[CH:16][C:17]=3[N:9]([CH2:8][CH2:7][O:6][C:5]3[CH:4]=[CH:3][C:2]([Cl:1])=[CH:31][CH:30]=3)[C:10]=2[CH2:22][CH2:21][NH:20][CH2:19]1, predict the reactants needed to synthesize it. The reactants are: [Cl:1][C:2]1[CH:31]=[CH:30][C:5]([O:6][CH2:7][CH2:8][N:9]2[C:17]3[CH:16]=[CH:15][CH:14]=[CH:13][C:12]=3[C:11]3[CH2:18][CH2:19][N:20](C(OC(C)(C)C)=O)[CH2:21][CH2:22][C:10]2=3)=[CH:4][CH:3]=1.C(C(O)=O)(F)(F)F. (6) Given the product [C:18]([O:17][C:15]([N:13]1[CH2:14][CH:11]([C:7]2[N:6]=[C:5]([C:3]([OH:4])=[O:2])[CH:10]=[CH:9][CH:8]=2)[CH2:12]1)=[O:16])([CH3:21])([CH3:19])[CH3:20], predict the reactants needed to synthesize it. The reactants are: C[O:2][C:3]([C:5]1[CH:10]=[CH:9][CH:8]=[C:7]([CH:11]2[CH2:14][N:13]([C:15]([O:17][C:18]([CH3:21])([CH3:20])[CH3:19])=[O:16])[CH2:12]2)[N:6]=1)=[O:4].O[Li].O.Cl. (7) Given the product [F:18][C:17]([F:19])([F:20])[CH:16]([CH3:21])[CH2:15][CH:9]([NH:8][C:6](=[O:7])[O:5][C:1]([CH3:2])([CH3:4])[CH3:3])[CH2:10][OH:11], predict the reactants needed to synthesize it. The reactants are: [C:1]([O:5][C:6]([NH:8][CH:9]([CH2:15][CH:16]([CH3:21])[C:17]([F:20])([F:19])[F:18])[C:10](OCC)=[O:11])=[O:7])([CH3:4])([CH3:3])[CH3:2].[BH4-].[Na+]. (8) The reactants are: [C:1]12[C:7](=[CH:8][CH:9]=[CH:10][CH:11]=1)[NH:6]C(=O)[O:4][C:2]2=O.[NH2:13][C:14]1[CH:19]=[CH:18][C:17]([NH:20][S:21]([CH:24]([CH3:26])[CH3:25])(=[O:23])=[O:22])=[CH:16][CH:15]=1. Given the product [NH2:6][C:7]1[CH:8]=[CH:9][CH:10]=[CH:11][C:1]=1[C:2]([NH:13][C:14]1[CH:19]=[CH:18][C:17]([NH:20][S:21]([CH:24]([CH3:26])[CH3:25])(=[O:23])=[O:22])=[CH:16][CH:15]=1)=[O:4], predict the reactants needed to synthesize it. (9) Given the product [CH2:7]([S:8]([NH:11][C:32]([CH:29]1[CH2:30][CH2:31][N:26]([C:14]2[C:13]([Cl:12])=[CH:18][C:17]([C:19]([O:21][CH2:22][CH3:23])=[O:20])=[C:16]([S:24][CH3:25])[N:15]=2)[CH2:27][CH2:28]1)=[O:33])(=[O:9])=[O:10])[C:1]1[CH:2]=[CH:3][CH:4]=[CH:5][CH:6]=1, predict the reactants needed to synthesize it. The reactants are: [C:1]1([CH2:7][S:8]([NH2:11])(=[O:10])=[O:9])[CH:6]=[CH:5][CH:4]=[CH:3][CH:2]=1.[Cl:12][C:13]1[C:14]([N:26]2[CH2:31][CH2:30][CH:29]([C:32](O)=[O:33])[CH2:28][CH2:27]2)=[N:15][C:16]([S:24][CH3:25])=[C:17]([C:19]([O:21][CH2:22][CH3:23])=[O:20])[CH:18]=1.